Dataset: NCI-60 drug combinations with 297,098 pairs across 59 cell lines. Task: Regression. Given two drug SMILES strings and cell line genomic features, predict the synergy score measuring deviation from expected non-interaction effect. (1) Drug 1: CS(=O)(=O)C1=CC(=C(C=C1)C(=O)NC2=CC(=C(C=C2)Cl)C3=CC=CC=N3)Cl. Drug 2: CC1=CC=C(C=C1)C2=CC(=NN2C3=CC=C(C=C3)S(=O)(=O)N)C(F)(F)F. Cell line: NCI/ADR-RES. Synergy scores: CSS=13.8, Synergy_ZIP=-0.538, Synergy_Bliss=4.08, Synergy_Loewe=3.62, Synergy_HSA=4.37. (2) Drug 1: CC1CCC2CC(C(=CC=CC=CC(CC(C(=O)C(C(C(=CC(C(=O)CC(OC(=O)C3CCCCN3C(=O)C(=O)C1(O2)O)C(C)CC4CCC(C(C4)OC)O)C)C)O)OC)C)C)C)OC. Drug 2: N.N.Cl[Pt+2]Cl. Cell line: NCI-H322M. Synergy scores: CSS=9.96, Synergy_ZIP=-1.35, Synergy_Bliss=0.472, Synergy_Loewe=-3.56, Synergy_HSA=-0.0846. (3) Synergy scores: CSS=23.6, Synergy_ZIP=-7.26, Synergy_Bliss=-6.71, Synergy_Loewe=-27.1, Synergy_HSA=-5.41. Cell line: COLO 205. Drug 2: CC1=C(C(=O)C2=C(C1=O)N3CC4C(C3(C2COC(=O)N)OC)N4)N. Drug 1: CC(C)NC(=O)C1=CC=C(C=C1)CNNC.Cl.